This data is from Full USPTO retrosynthesis dataset with 1.9M reactions from patents (1976-2016). The task is: Predict the reactants needed to synthesize the given product. (1) The reactants are: [N:1]12[CH2:8][CH2:7][CH:4]([CH2:5][CH2:6]1)[CH:3]([O:9][C:10]1[CH:23]=[CH:22][C:13]([O:14][C:15]3[CH:20]=[CH:19][C:18]([OH:21])=[CH:17][CH:16]=3)=[CH:12][CH:11]=1)[CH2:2]2.[ClH:24].O1CCOCC1. Given the product [ClH:24].[N:1]12[CH2:8][CH2:7][CH:4]([CH2:5][CH2:6]1)[CH:3]([O:9][C:10]1[CH:11]=[CH:12][C:13]([O:14][C:15]3[CH:20]=[CH:19][C:18]([OH:21])=[CH:17][CH:16]=3)=[CH:22][CH:23]=1)[CH2:2]2, predict the reactants needed to synthesize it. (2) The reactants are: [C:1]([C:5]1[CH:10]=[CH:9][CH:8]=[CH:7][C:6]=1[N:11]1[CH2:16][CH2:15][N:14]([C:17](=[O:27])[CH2:18][CH:19]2[CH2:24][C:23](=[O:25])[NH:22][C:21](=[O:26])[CH2:20]2)[CH2:13][CH2:12]1)([CH3:4])([CH3:3])[CH3:2].Br[CH2:29][C:30]1[CH:39]=[CH:38][C:33]([C:34]([O:36][CH3:37])=[O:35])=[CH:32][CH:31]=1.C(=O)([O-])[O-].[K+].[K+].O. Given the product [C:1]([C:5]1[CH:10]=[CH:9][CH:8]=[CH:7][C:6]=1[N:11]1[CH2:12][CH2:13][N:14]([C:17](=[O:27])[CH2:18][CH:19]2[CH2:24][C:23](=[O:25])[N:22]([CH2:29][C:30]3[CH:39]=[CH:38][C:33]([C:34]([O:36][CH3:37])=[O:35])=[CH:32][CH:31]=3)[C:21](=[O:26])[CH2:20]2)[CH2:15][CH2:16]1)([CH3:4])([CH3:2])[CH3:3], predict the reactants needed to synthesize it. (3) Given the product [CH3:24][O:23][C:19](=[O:22])/[CH:20]=[CH:21]/[C:2]1[CH:3]=[C:4]2[C:9](=[CH:10][CH:11]=1)[N:8]=[CH:7][N:6]=[C:5]2[O:12][C:13]1[CH:18]=[CH:17][CH:16]=[CH:15][CH:14]=1, predict the reactants needed to synthesize it. The reactants are: I[C:2]1[CH:3]=[C:4]2[C:9](=[CH:10][CH:11]=1)[N:8]=[CH:7][N:6]=[C:5]2[O:12][C:13]1[CH:18]=[CH:17][CH:16]=[CH:15][CH:14]=1.[C:19]([O:23][CH3:24])(=[O:22])[CH:20]=[CH2:21].C1C=CC(P(C2C=CC=CC=2)C2C=CC=CC=2)=CC=1. (4) Given the product [CH2:9]([N:13]1[C:17]([CH2:18][OH:19])=[C:16]([Br:1])[N:15]=[C:14]1[C:20]1[CH:21]=[CH:22][CH:23]=[CH:24][CH:25]=1)[CH2:10][CH2:11][CH3:12], predict the reactants needed to synthesize it. The reactants are: [Br:1]N1C(=O)CCC1=O.[CH2:9]([N:13]1[C:17]([CH2:18][OH:19])=[CH:16][N:15]=[C:14]1[C:20]1[CH:25]=[CH:24][CH:23]=[CH:22][CH:21]=1)[CH2:10][CH2:11][CH3:12].O. (5) The reactants are: [NH:1]([CH2:5][CH2:6][OH:7])[CH2:2][CH2:3][OH:4].F[C:9]1[CH:14]=[CH:13][C:12]([N+:15]([O-:17])=[O:16])=[CH:11][CH:10]=1. Given the product [N+:15]([C:12]1[CH:13]=[CH:14][C:9]([N:1]([CH2:5][CH2:6][OH:7])[CH2:2][CH2:3][OH:4])=[CH:10][CH:11]=1)([O-:17])=[O:16], predict the reactants needed to synthesize it.